From a dataset of Catalyst prediction with 721,799 reactions and 888 catalyst types from USPTO. Predict which catalyst facilitates the given reaction. (1) Reactant: [CH3:1][S:2]([NH:5][C:6]1[CH:21]=[CH:20][C:9]2[NH:10][C:11]([CH2:16][C:17]([OH:19])=O)=[N:12][S:13](=[O:15])(=[O:14])[C:8]=2[CH:7]=1)(=[O:4])=[O:3].[CH2:22]([O:24][C:25]([CH:27]1[CH2:32][CH2:31][CH2:30][CH2:29][CH:28]1[NH:33][CH:34]1[CH2:39][CH2:38][CH2:37][CH2:36][CH2:35]1)=[O:26])[CH3:23].Cl.CN(C)CCCN=C=NCC.CN1CCOCC1.Cl. Product: [CH2:22]([O:24][C:25]([CH:27]1[CH2:32][CH2:31][CH2:30][CH2:29][CH:28]1[N:33]([CH:34]1[CH2:39][CH2:38][CH2:37][CH2:36][CH2:35]1)[C:17](=[O:19])[CH2:16][C:11]1[NH:10][C:9]2[CH:20]=[CH:21][C:6]([NH:5][S:2]([CH3:1])(=[O:3])=[O:4])=[CH:7][C:8]=2[S:13](=[O:14])(=[O:15])[N:12]=1)=[O:26])[CH3:23]. The catalyst class is: 9. (2) Reactant: [CH3:1][N:2]1[CH:6]=[CH:5][N:4]=[C:3]1[CH:7]=[C:8]1[C:16]2[C:11](=[CH:12][CH:13]=[CH:14][CH:15]=2)[NH:10][C:9]1=[O:17].CN(C=O)C.C(=O)([O-])[O-].[K+].[K+].Br[CH2:30][C:31]1[CH:36]=[CH:35][CH:34]=[CH:33][CH:32]=1. Product: [CH2:30]([N:10]1[C:11]2[C:16](=[CH:15][CH:14]=[CH:13][CH:12]=2)[C:8](=[CH:7][C:3]2[N:2]([CH3:1])[CH:6]=[CH:5][N:4]=2)[C:9]1=[O:17])[C:31]1[CH:36]=[CH:35][CH:34]=[CH:33][CH:32]=1. The catalyst class is: 6.